From a dataset of NCI-60 drug combinations with 297,098 pairs across 59 cell lines. Regression. Given two drug SMILES strings and cell line genomic features, predict the synergy score measuring deviation from expected non-interaction effect. Drug 1: CCCS(=O)(=O)NC1=C(C(=C(C=C1)F)C(=O)C2=CNC3=C2C=C(C=N3)C4=CC=C(C=C4)Cl)F. Drug 2: CNC(=O)C1=CC=CC=C1SC2=CC3=C(C=C2)C(=NN3)C=CC4=CC=CC=N4. Cell line: HL-60(TB). Synergy scores: CSS=-10.2, Synergy_ZIP=-0.525, Synergy_Bliss=-3.78, Synergy_Loewe=-15.5, Synergy_HSA=-14.2.